This data is from Catalyst prediction with 721,799 reactions and 888 catalyst types from USPTO. The task is: Predict which catalyst facilitates the given reaction. (1) Product: [Br:1][C:2]1[CH:9]=[CH:8][C:7]([F:10])=[CH:6][C:3]=1[CH:4]([OH:5])[CH3:11]. Reactant: [Br:1][C:2]1[CH:9]=[CH:8][C:7]([F:10])=[CH:6][C:3]=1[CH:4]=[O:5].[CH3:11][Mg]Cl. The catalyst class is: 7. (2) Reactant: [CH2:1]([O:3][C:4](=[O:18])[CH2:5][C:6]([CH3:17])([CH3:16])[C:7]([C:9]1[CH:14]=[CH:13][C:12]([OH:15])=[CH:11][CH:10]=1)=[O:8])[CH3:2].Br[CH2:20][CH2:21][CH2:22][Cl:23].C([O-])([O-])=O.[K+].[K+]. Product: [CH2:1]([O:3][C:4](=[O:18])[CH2:5][C:6]([CH3:17])([CH3:16])[C:7]([C:9]1[CH:10]=[CH:11][C:12]([O:15][CH2:20][CH2:21][CH2:22][Cl:23])=[CH:13][CH:14]=1)=[O:8])[CH3:2]. The catalyst class is: 10. (3) Reactant: [Cl:1][C:2]1[N:10]=[C:9]2[C:5]([N:6]=[CH:7][N:8]2[CH:11]([CH3:13])[CH3:12])=[C:4](Cl)[N:3]=1.[CH3:15][C:16]1[S:20][C:19]([CH2:21][NH2:22])=[CH:18][CH:17]=1.Cl.CCN(CC)CC. Product: [Cl:1][C:2]1[N:10]=[C:9]2[C:5]([N:6]=[CH:7][N:8]2[CH:11]([CH3:13])[CH3:12])=[C:4]([NH:22][CH2:21][C:19]2[S:20][C:16]([CH3:15])=[CH:17][CH:18]=2)[N:3]=1. The catalyst class is: 114. (4) Reactant: [C:1]1([C:7]2[CH:8]=[C:9]([C:31]3[CH:36]=[CH:35][CH:34]=[CH:33][CH:32]=3)[CH:10]=[CH:11][C:12]=2[NH:13][C:14]([C:16]2[N:17](COCC[Si](C)(C)C)[CH:18]=[C:19]([C:21]#[N:22])[N:20]=2)=[O:15])[CH2:6][CH2:5][CH2:4][CH2:3][CH:2]=1. Product: [C:1]1([C:7]2[CH:8]=[C:9]([C:31]3[CH:36]=[CH:35][CH:34]=[CH:33][CH:32]=3)[CH:10]=[CH:11][C:12]=2[NH:13][C:14]([C:16]2[NH:17][CH:18]=[C:19]([C:21]#[N:22])[N:20]=2)=[O:15])[CH2:6][CH2:5][CH2:4][CH2:3][CH:2]=1. The catalyst class is: 795.